From a dataset of Full USPTO retrosynthesis dataset with 1.9M reactions from patents (1976-2016). Predict the reactants needed to synthesize the given product. Given the product [Br:1][C:2]1[CH:3]=[C:4]2[C:9](=[CH:10][CH:11]=1)[N:8]=[CH:7][C:6]([C:12]([N:35]([O:36][CH3:37])[CH3:34])=[O:14])=[CH:5]2, predict the reactants needed to synthesize it. The reactants are: [Br:1][C:2]1[CH:3]=[C:4]2[C:9](=[CH:10][CH:11]=1)[N:8]=[CH:7][C:6]([C:12]([OH:14])=O)=[CH:5]2.CN1CCOCC1.ClC1N=C(OC)N=C(OC)N=1.Cl.[CH3:34][NH:35][O:36][CH3:37].